Dataset: NCI-60 drug combinations with 297,098 pairs across 59 cell lines. Task: Regression. Given two drug SMILES strings and cell line genomic features, predict the synergy score measuring deviation from expected non-interaction effect. (1) Drug 1: C1=CC(=CC=C1CCCC(=O)O)N(CCCl)CCCl. Drug 2: C1=NC2=C(N1)C(=S)N=CN2. Cell line: BT-549. Synergy scores: CSS=5.10, Synergy_ZIP=-13.2, Synergy_Bliss=-24.5, Synergy_Loewe=-26.0, Synergy_HSA=-20.8. (2) Drug 1: CC1=C(C(CCC1)(C)C)C=CC(=CC=CC(=CC(=O)O)C)C. Drug 2: CC(C)NC(=O)C1=CC=C(C=C1)CNNC.Cl. Cell line: OVCAR-5. Synergy scores: CSS=2.11, Synergy_ZIP=-0.702, Synergy_Bliss=-0.993, Synergy_Loewe=0.0469, Synergy_HSA=-0.675. (3) Drug 1: C1=CC(=CC=C1C#N)C(C2=CC=C(C=C2)C#N)N3C=NC=N3. Drug 2: CC1=C(N=C(N=C1N)C(CC(=O)N)NCC(C(=O)N)N)C(=O)NC(C(C2=CN=CN2)OC3C(C(C(C(O3)CO)O)O)OC4C(C(C(C(O4)CO)O)OC(=O)N)O)C(=O)NC(C)C(C(C)C(=O)NC(C(C)O)C(=O)NCCC5=NC(=CS5)C6=NC(=CS6)C(=O)NCCC[S+](C)C)O. Cell line: RXF 393. Synergy scores: CSS=13.9, Synergy_ZIP=-2.08, Synergy_Bliss=0.330, Synergy_Loewe=-3.76, Synergy_HSA=-0.626. (4) Drug 1: C1=C(C(=O)NC(=O)N1)F. Drug 2: C1C(C(OC1N2C=NC3=C(N=C(N=C32)Cl)N)CO)O. Cell line: KM12. Synergy scores: CSS=7.04, Synergy_ZIP=-25.3, Synergy_Bliss=-43.9, Synergy_Loewe=-39.9, Synergy_HSA=-39.7. (5) Synergy scores: CSS=23.5, Synergy_ZIP=5.47, Synergy_Bliss=8.00, Synergy_Loewe=-11.4, Synergy_HSA=7.41. Cell line: SK-OV-3. Drug 2: CC1=C(C(=CC=C1)Cl)NC(=O)C2=CN=C(S2)NC3=CC(=NC(=N3)C)N4CCN(CC4)CCO. Drug 1: CC1=CC2C(CCC3(C2CCC3(C(=O)C)OC(=O)C)C)C4(C1=CC(=O)CC4)C. (6) Drug 1: CC12CCC3C(C1CCC2=O)CC(=C)C4=CC(=O)C=CC34C. Drug 2: COC1=NC(=NC2=C1N=CN2C3C(C(C(O3)CO)O)O)N. Cell line: MDA-MB-435. Synergy scores: CSS=47.2, Synergy_ZIP=6.83, Synergy_Bliss=9.54, Synergy_Loewe=-2.16, Synergy_HSA=6.34. (7) Drug 1: CC(CN1CC(=O)NC(=O)C1)N2CC(=O)NC(=O)C2. Drug 2: C(CCl)NC(=O)N(CCCl)N=O. Cell line: 786-0. Synergy scores: CSS=8.69, Synergy_ZIP=-4.66, Synergy_Bliss=-2.27, Synergy_Loewe=-1.92, Synergy_HSA=-0.807.